From a dataset of Full USPTO retrosynthesis dataset with 1.9M reactions from patents (1976-2016). Predict the reactants needed to synthesize the given product. (1) Given the product [CH3:1][O:2][C:3]1[CH:24]=[CH:23][C:6]2[C:7]([C:17]3[CH:18]=[CH:19][CH:20]=[CH:21][CH:22]=3)=[CH:8][C:9]3([O:16][C:5]=2[CH:4]=1)[CH2:10][CH2:11][NH:12][CH2:13][CH2:14]3, predict the reactants needed to synthesize it. The reactants are: [CH3:1][O:2][C:3]1[CH:24]=[CH:23][C:6]2[C:7]([C:17]3[CH:22]=[CH:21][CH:20]=[CH:19][CH:18]=3)=[CH:8][C:9]3([O:16][C:5]=2[CH:4]=1)[CH2:14][CH2:13][N:12](C)[CH2:11][CH2:10]3.C(=O)([O-])[O-].[K+].[K+].ClC(OC(Cl)C)=O. (2) The reactants are: [NH2:1][C:2]1[N:7]=[CH:6][N:5]=[C:4]([NH:8][C@H:9]([C:11]2[N:16]([C:17]3[CH:22]=[CH:21][CH:20]=[CH:19][CH:18]=3)[C:15](=[O:23])[C:14]3=[C:24]([CH3:27])[CH:25]=[CH:26][N:13]3[N:12]=2)[CH3:10])[C:3]=1Br.[F:29][C:30]([F:41])([F:40])[C:31]1[CH:36]=[C:35](B(O)O)[CH:34]=[CH:33][N:32]=1.C(=O)([O-])[O-].[Cs+].[Cs+]. Given the product [NH2:1][C:2]1[N:7]=[CH:6][N:5]=[C:4]([NH:8][C@H:9]([C:11]2[N:16]([C:17]3[CH:22]=[CH:21][CH:20]=[CH:19][CH:18]=3)[C:15](=[O:23])[C:14]3=[C:24]([CH3:27])[CH:25]=[CH:26][N:13]3[N:12]=2)[CH3:10])[C:3]=1[C:35]1[CH:34]=[CH:33][N:32]=[C:31]([C:30]([F:41])([F:40])[F:29])[CH:36]=1, predict the reactants needed to synthesize it. (3) Given the product [ClH:1].[CH3:28][N:29]([CH3:30])[CH2:2][CH:3]1[O:4][C:5]2=[C:14]3[C:9](=[CH:8][CH:7]=[CH:6]2)[C:10]([S:15]([C:18]2[C:27]4[C:22](=[CH:23][CH:24]=[CH:25][CH:26]=4)[CH:21]=[CH:20][CH:19]=2)(=[O:17])=[O:16])=[N:11][N:12]3[CH2:13]1, predict the reactants needed to synthesize it. The reactants are: [Cl:1][CH2:2][CH:3]1[CH2:13][N:12]2[C:14]3[C:9]([C:10]([S:15]([C:18]4[C:27]5[C:22](=[CH:23][CH:24]=[CH:25][CH:26]=5)[CH:21]=[CH:20][CH:19]=4)(=[O:17])=[O:16])=[N:11]2)=[CH:8][CH:7]=[CH:6][C:5]=3[O:4]1.[CH3:28][NH:29][CH3:30].Cl.CCOCC. (4) Given the product [Br:17][CH2:14][C:13]([C:12]1[C:8]([C:5]2[CH:4]=[CH:3][C:2]([Br:1])=[CH:7][CH:6]=2)=[N:9][O:10][C:11]=1[CH3:16])=[O:15], predict the reactants needed to synthesize it. The reactants are: [Br:1][C:2]1[CH:7]=[CH:6][C:5]([C:8]2[C:12]([C:13](=[O:15])[CH3:14])=[C:11]([CH3:16])[O:10][N:9]=2)=[CH:4][CH:3]=1.[Br:17]Br. (5) Given the product [CH2:21]([N:18]1[CH2:19][CH2:20][N:15]([C:11]2[CH:10]=[C:9]([NH:8][C:5]3[N:4]=[CH:3][C:2](/[CH:54]=[CH:55]/[C:33]4[CH:32]=[C:27]([CH:26]=[C:25]([O:24][CH3:23])[CH:34]=4)[C:28]([O:30][CH3:31])=[O:29])=[CH:7][N:6]=3)[CH:14]=[CH:13][CH:12]=2)[CH2:16][CH2:17]1)[CH3:22], predict the reactants needed to synthesize it. The reactants are: Br[C:2]1[CH:3]=[N:4][C:5]([NH:8][C:9]2[CH:14]=[CH:13][CH:12]=[C:11]([N:15]3[CH2:20][CH2:19][N:18]([CH2:21][CH3:22])[CH2:17][CH2:16]3)[CH:10]=2)=[N:6][CH:7]=1.[CH3:23][O:24][C:25]1[CH:26]=[C:27]([CH:32]=[CH:33][C:34]=1/C=C/B1OC(C)(C)C(C)(C)O1)[C:28]([O:30][CH3:31])=[O:29].C([O-])([O-])=O.[K+].[K+].O.O1CCO[CH2:55][CH2:54]1.